Predict the product of the given reaction. From a dataset of Forward reaction prediction with 1.9M reactions from USPTO patents (1976-2016). Given the reactants [Br:1][C:2]1[CH:3]=[N:4][N:5]2[CH:10]=[C:9]([C:11]([NH:13][CH2:14][C:15]([N:17]3[CH2:22][CH2:21][N:20]([C:23]([O:25][CH2:26][C:27]4[CH:32]=[CH:31][CH:30]=[CH:29][CH:28]=4)=[O:24])[CH2:19][CH2:18]3)=O)=O)[CH:8]=[N:7][C:6]=12.COC1C=CC(P2(SP(C3C=CC(OC)=CC=3)(=S)S2)=[S:42])=CC=1, predict the reaction product. The product is: [Br:1][C:2]1[CH:3]=[N:4][N:5]2[CH:10]=[C:9]([C:11]3[S:42][C:15]([N:17]4[CH2:22][CH2:21][N:20]([C:23]([O:25][CH2:26][C:27]5[CH:32]=[CH:31][CH:30]=[CH:29][CH:28]=5)=[O:24])[CH2:19][CH2:18]4)=[CH:14][N:13]=3)[CH:8]=[N:7][C:6]=12.